Dataset: Reaction yield outcomes from USPTO patents with 853,638 reactions. Task: Predict the reaction yield, written as a fraction of the theoretical maximum amount of product (1.0 means a 100% yield; for example, 0.34 means a 34% yield). (1) The reactants are [N+:1]([C:4]1[CH:18]=[CH:17][CH:16]=[CH:15][C:5]=1[C:6]([NH:8][C:9]1[CH:14]=[CH:13][CH:12]=[CH:11][CH:10]=1)=[O:7])([O-])=O.[B][B][B][B][B][B][B][B][B][B]. The catalyst is CO.C(O)(=O)C.[Pd]. The product is [NH2:1][C:4]1[CH:18]=[CH:17][CH:16]=[CH:15][C:5]=1[C:6]([NH:8][C:9]1[CH:14]=[CH:13][CH:12]=[CH:11][CH:10]=1)=[O:7]. The yield is 0.880. (2) The reactants are FC(F)(F)C(O)=O.[C:8]([O:12][C:13]([N:15]1[CH2:18][CH:17]([N:19]2[CH:23]=[C:22]([C:24]3[C:25]([O:39][C:40]4[CH:45]=[CH:44][C:43]([F:46])=[C:42](Cl)[CH:41]=4)=[C:26]4[C:31](=[CH:32][CH:33]=3)[N:30]([C:34]([O:36][CH3:37])=[O:35])[C@@H:29]([CH3:38])[CH2:28][CH2:27]4)[CH:21]=[N:20]2)[CH2:16]1)=[O:14])([CH3:11])([CH3:10])[CH3:9]. The catalyst is ClCCl. The product is [C:8]([O:12][C:13]([N:15]1[CH2:18][CH:17]([N:19]2[CH:23]=[C:22]([C:24]3[C:25]([O:39][C:40]4[CH:45]=[CH:44][C:43]([F:46])=[CH:42][CH:41]=4)=[C:26]4[C:31](=[CH:32][CH:33]=3)[N:30]([C:34]([O:36][CH3:37])=[O:35])[C@@H:29]([CH3:38])[CH2:28][CH2:27]4)[CH:21]=[N:20]2)[CH2:16]1)=[O:14])([CH3:9])([CH3:10])[CH3:11]. The yield is 1.00. (3) The reactants are Cl.[Cl:2][C:3]1[CH:4]=[C:5]([NH:10][NH2:11])[CH:6]=[CH:7][C:8]=1[Cl:9].[CH3:12][CH2:13][O:14][C:15]([CH:17]([C:21]([CH3:23])=O)[C:18]([CH3:20])=O)=[O:16]. No catalyst specified. The product is [CH2:13]([O:14][C:15]([C:17]1[C:18]([CH3:20])=[N:11][N:10]([C:5]2[CH:6]=[CH:7][C:8]([Cl:9])=[C:3]([Cl:2])[CH:4]=2)[C:21]=1[CH3:23])=[O:16])[CH3:12]. The yield is 0.320. (4) The reactants are [CH3:1][O:2][C:3]([C:5]1[N:6]([CH3:17])[N:7]=[C:8]([C:10]2[CH:15]=[CH:14][CH:13]=[C:12](Br)[CH:11]=2)[CH:9]=1)=[O:4].[O:18]1[C:22](B(O)O)=[CH:21][C:20]2[CH:26]=[CH:27][CH:28]=[CH:29][C:19]1=2.[O-]P([O-])([O-])=O.[K+].[K+].[K+].C1(P(C2CCCCC2)C2CCCCC2)CCCCC1. The catalyst is C1(C)C=CC=CC=1.O.CC(O)=O.CC(O)=O.[Pd]. The product is [CH3:1][O:2][C:3]([C:5]1[N:6]([CH3:17])[N:7]=[C:8]([C:10]2[CH:15]=[CH:14][CH:13]=[CH:12][C:11]=2[C:22]2[O:18][C:19]3[CH:29]=[CH:28][CH:27]=[CH:26][C:20]=3[CH:21]=2)[CH:9]=1)=[O:4]. The yield is 0.580. (5) The reactants are Cl[CH2:2][CH2:3][CH2:4][O:5][C:6]1[CH:14]=[CH:13][C:9]([C:10]([O-:12])=[O:11])=[CH:8][CH:7]=1.[C:15](=O)([O-])[O-].[K+].[K+].[I-].[Na+].[NH:23]1[CH2:28][CH2:27][CH2:26][CH2:25][CH2:24]1. The catalyst is C(#N)C. The product is [N:23]1([CH2:2][CH2:3][CH2:4][O:5][C:6]2[CH:14]=[CH:13][C:9]([C:10]([O:12][CH3:15])=[O:11])=[CH:8][CH:7]=2)[CH2:28][CH2:27][CH2:26][CH2:25][CH2:24]1. The yield is 0.920. (6) The reactants are [NH2:1][C:2]1[C:10]([F:11])=[C:9]([Br:12])[C:8]([Cl:13])=[CH:7][C:3]=1[C:4](O)=[O:5].C(O)(=O)C.[CH:18](N)=[NH:19]. The catalyst is CCO. The product is [Br:12][C:9]1[C:10]([F:11])=[C:2]2[C:3]([C:4](=[O:5])[NH:19][CH:18]=[N:1]2)=[CH:7][C:8]=1[Cl:13]. The yield is 0.550. (7) The reactants are Br[C:2]1[S:6][C:5]([C:7]2[CH:8]=[CH:9][C:10]([F:15])=[C:11]([CH:14]=2)[C:12]#[N:13])=[N:4][CH:3]=1.[C:16]([Si:20]([CH3:41])([CH3:40])[O:21][C@@H:22]1[C:30]2[C:25](=[C:26](B3OC(C)(C)C(C)(C)O3)[CH:27]=[CH:28][CH:29]=2)[CH2:24][CH2:23]1)([CH3:19])([CH3:18])[CH3:17].C(=O)([O-])[O-].[K+].[K+].N#N. The catalyst is C1C=CC([P]([Pd]([P](C2C=CC=CC=2)(C2C=CC=CC=2)C2C=CC=CC=2)([P](C2C=CC=CC=2)(C2C=CC=CC=2)C2C=CC=CC=2)[P](C2C=CC=CC=2)(C2C=CC=CC=2)C2C=CC=CC=2)(C2C=CC=CC=2)C2C=CC=CC=2)=CC=1.COCCOC.O. The product is [Si:20]([O:21][C@@H:22]1[C:30]2[C:25](=[C:26]([C:2]3[S:6][C:5]([C:7]4[CH:8]=[CH:9][C:10]([F:15])=[C:11]([CH:14]=4)[C:12]#[N:13])=[N:4][CH:3]=3)[CH:27]=[CH:28][CH:29]=2)[CH2:24][CH2:23]1)([C:16]([CH3:19])([CH3:18])[CH3:17])([CH3:41])[CH3:40]. The yield is 0.600. (8) The reactants are Cl.[CH3:2][NH:3][CH3:4].C(N(CC)CC)C.[C:12]([C:14]1[CH:19]=[CH:18][CH:17]=[CH:16][C:15]=1[S:20](Cl)(=[O:22])=[O:21])#[N:13].C1COCC1. The catalyst is O.C(OCC)(=O)C. The product is [C:12]([C:14]1[CH:19]=[CH:18][CH:17]=[CH:16][C:15]=1[S:20]([N:3]([CH3:4])[CH3:2])(=[O:22])=[O:21])#[N:13]. The yield is 0.650. (9) The reactants are OO.O.[OH-].[Li+].[CH2:6]([S:26][C@@H:27]([CH2:43][CH3:44])[C:28](N1[C@@H](C)[C@@H](C2C=CC=CC=2)OC1=O)=[O:29])[CH2:7][CH2:8][CH2:9]/[CH:10]=[CH:11]\[CH2:12]/[CH:13]=[CH:14]\[CH2:15]/[CH:16]=[CH:17]\[CH2:18]/[CH:19]=[CH:20]\[CH2:21]/[CH:22]=[CH:23]\[CH2:24][CH3:25].[O-:45]S([O-])=O.[Na+].[Na+].Cl. The catalyst is O1CCCC1.O. The product is [CH2:6]([S:26][C@@H:27]([CH2:43][CH3:44])[C:28]([OH:29])=[O:45])[CH2:7][CH2:8][CH2:9]/[CH:10]=[CH:11]\[CH2:12]/[CH:13]=[CH:14]\[CH2:15]/[CH:16]=[CH:17]\[CH2:18]/[CH:19]=[CH:20]\[CH2:21]/[CH:22]=[CH:23]\[CH2:24][CH3:25]. The yield is 0.170. (10) The reactants are [P:1]([O:13][C:14]1[CH:19]=[CH:18][C:17]([C:20]2[CH:25]=[CH:24][C:23]([CH2:26][CH2:27][C@@:28]([CH3:43])([S:39]([CH3:42])(=[O:41])=[O:40])[C:29](=[O:38])[NH:30][O:31]C3CCCCO3)=[CH:22][CH:21]=2)=[CH:16][CH:15]=1)([O:8]C(C)(C)C)([O:3]C(C)(C)C)=[O:2].BrC1C=CC(CCC(C)(S(C)(=O)=O)C(NO)=O)=CC=1. No catalyst specified. The product is [P:1]([OH:8])([OH:3])([O:13][C:14]1[CH:15]=[CH:16][C:17]([C:20]2[CH:25]=[CH:24][C:23]([CH2:26][CH2:27][C@@:28]([CH3:43])([S:39]([CH3:42])(=[O:41])=[O:40])[C:29]([NH:30][OH:31])=[O:38])=[CH:22][CH:21]=2)=[CH:18][CH:19]=1)=[O:2]. The yield is 0.890.